From a dataset of Peptide-MHC class I binding affinity with 185,985 pairs from IEDB/IMGT. Regression. Given a peptide amino acid sequence and an MHC pseudo amino acid sequence, predict their binding affinity value. This is MHC class I binding data. (1) The peptide sequence is FSFEIALLK. The MHC is HLA-B46:01 with pseudo-sequence HLA-B46:01. The binding affinity (normalized) is 0.0847. (2) The peptide sequence is CTMERTNDLT. The MHC is HLA-A02:03 with pseudo-sequence HLA-A02:03. The binding affinity (normalized) is 0.105. (3) The peptide sequence is IRYLGVLLY. The MHC is HLA-B15:09 with pseudo-sequence HLA-B15:09. The binding affinity (normalized) is 0.0847. (4) The peptide sequence is NSDPNTPDK. The MHC is HLA-B18:01 with pseudo-sequence HLA-B18:01. The binding affinity (normalized) is 0.0847.